Dataset: Reaction yield outcomes from USPTO patents with 853,638 reactions. Task: Predict the reaction yield, written as a fraction of the theoretical maximum amount of product (1.0 means a 100% yield; for example, 0.34 means a 34% yield). (1) The reactants are [F:1][C:2]1[CH:7]=[CH:6][C:5]([OH:8])=[CH:4][CH:3]=1.[C:9](O)([CH3:12])([CH3:11])[CH3:10].S(=O)(=O)(O)O. The catalyst is C(Cl)Cl. The product is [C:9]([C:6]1[CH:7]=[C:2]([F:1])[CH:3]=[CH:4][C:5]=1[OH:8])([CH3:12])([CH3:11])[CH3:10]. The yield is 0.420. (2) The reactants are [NH2:1][C:2]1[CH:7]=[CH:6][C:5]([CH:8]([CH3:12])[C:9]([OH:11])=[O:10])=[CH:4][CH:3]=1.C[Si](Cl)(C)C.C(N(CC)CC)C.CC([O:28][C:29]1[C:34]([C:35](Cl)=[O:36])=[CH:33][CH:32]=[CH:31][CH:30]=1)=O. The catalyst is C(Cl)Cl. The product is [C:35]([NH:1][C:2]1[CH:3]=[CH:4][C:5]([CH:8]([CH3:12])[C:9]([OH:11])=[O:10])=[CH:6][CH:7]=1)(=[O:36])[C:34]1[C:29](=[CH:30][CH:31]=[CH:32][CH:33]=1)[OH:28]. The yield is 0.520. (3) The reactants are Cl[C:2]1[C:11]2[C:6](=[CH:7][C:8]([O:14][CH2:15][CH2:16][CH2:17][N:18]3[CH2:23][CH2:22][S:21](=[O:25])(=[O:24])[CH2:20][CH2:19]3)=[C:9]([C:12]#[N:13])[CH:10]=2)[N:5]=[CH:4][CH:3]=1.[OH:26][C:27]1[CH:28]=[C:29]2[C:33](=[CH:34][CH:35]=1)[NH:32][C:31]([CH3:36])=[CH:30]2.C(=O)([O-])[O-].[Cs+].[Cs+].O. The catalyst is CN(C=O)C. The product is [C:12]([C:9]1[CH:10]=[C:11]2[C:6](=[CH:7][C:8]=1[O:14][CH2:15][CH2:16][CH2:17][N:18]1[CH2:23][CH2:22][S:21](=[O:25])(=[O:24])[CH2:20][CH2:19]1)[N:5]=[CH:4][CH:3]=[C:2]2[O:26][C:27]1[CH:28]=[C:29]2[C:33](=[CH:34][CH:35]=1)[NH:32][C:31]([CH3:36])=[CH:30]2)#[N:13]. The yield is 0.230. (4) The reactants are [F:1][C:2]1[CH:7]=[C:6]([CH2:8][C:9]([C:11]2[CH:16]=[CH:15][CH:14]=[CH:13][CH:12]=2)=[O:10])[CH:5]=[CH:4][N:3]=1.C[Si]([N-][Si](C)(C)C)(C)C.[Na+].Br[CH2:28][C:29](=[O:34])[C:30]([CH3:33])([CH3:32])[CH3:31].C(OCC)(=O)C. The catalyst is C1COCC1.O. The product is [F:1][C:2]1[CH:7]=[C:6]([CH:8]([CH2:28][C:29](=[O:34])[C:30]([CH3:33])([CH3:32])[CH3:31])[C:9]([C:11]2[CH:12]=[CH:13][CH:14]=[CH:15][CH:16]=2)=[O:10])[CH:5]=[CH:4][N:3]=1. The yield is 0.870. (5) The reactants are [CH3:1][C:2]1[CH:3]=[CH:4][C:5]([O:8][C:9]2[CH:10]=[C:11]([CH:21]=[CH:22][CH:23]=2)[CH2:12]P(=O)(OCC)OCC)=[N:6][CH:7]=1.[H-].[Na+].[C:26]([O:30][C:31]([N:33]1[CH2:38][CH2:37][C:36](=O)[CH2:35][CH2:34]1)=[O:32])([CH3:29])([CH3:28])[CH3:27].O. The catalyst is C1COCC1.O1CCOCCOCCOCCOCC1. The product is [CH3:1][C:2]1[CH:3]=[CH:4][C:5]([O:8][C:9]2[CH:10]=[C:11]([CH:21]=[CH:22][CH:23]=2)[CH:12]=[C:36]2[CH2:37][CH2:38][N:33]([C:31]([O:30][C:26]([CH3:29])([CH3:28])[CH3:27])=[O:32])[CH2:34][CH2:35]2)=[N:6][CH:7]=1. The yield is 0.620. (6) The yield is 0.960. The product is [ClH:30].[CH3:1][C:2]1([CH3:29])[CH2:11][C:10]2[C:5](=[C:6]3[CH2:20][C:19]([CH3:21])([CH3:22])[O:18][C:7]3=[C:8]([O:12][C:13](=[S:17])[N:14]([CH3:16])[CH3:15])[CH:9]=2)[C:4]([C:23]2[CH:24]=[CH:25][CH:26]=[CH:27][CH:28]=2)=[N:3]1. The catalyst is C(OCC)(=O)C. The reactants are [CH3:1][C:2]1([CH3:29])[CH2:11][C:10]2[C:5](=[C:6]3[CH2:20][C:19]([CH3:22])([CH3:21])[O:18][C:7]3=[C:8]([O:12][C:13](=[S:17])[N:14]([CH3:16])[CH3:15])[CH:9]=2)[C:4]([C:23]2[CH:28]=[CH:27][CH:26]=[CH:25][CH:24]=2)=[N:3]1.[ClH:30].C(OCC)(=O)C. (7) The reactants are [CH:1]([C:3]1[N:4]([C:8]2[CH:15]=[CH:14][C:11]([C:12]#[N:13])=[CH:10][C:9]=2[CH3:16])[CH:5]=[CH:6][CH:7]=1)=O.[C:17]([CH:22]=P(C1C=CC=CC=1)(C1C=CC=CC=1)C1C=CC=CC=1)([O:19][CH2:20][CH3:21])=[O:18]. The catalyst is C1(C)C=CC=CC=1. The product is [C:12]([C:11]1[CH:14]=[CH:15][C:8]([N:4]2[CH:5]=[CH:6][CH:7]=[C:3]2[CH:1]=[CH:22][C:17]([O:19][CH2:20][CH3:21])=[O:18])=[C:9]([CH3:16])[CH:10]=1)#[N:13]. The yield is 0.980.